Dataset: Reaction yield outcomes from USPTO patents with 853,638 reactions. Task: Predict the reaction yield, written as a fraction of the theoretical maximum amount of product (1.0 means a 100% yield; for example, 0.34 means a 34% yield). (1) The reactants are [C:1]([O:5][C:6]([N:8]1[C:16]2[C:11](=[CH:12][C:13]([C:17]3[CH:18]=[N:19][CH:20]=[C:21]([O:23][CH:24]([CH2:35][N:36]=[N+]=[N-])[CH2:25][C:26]4[C:34]5[C:29](=[CH:30][CH:31]=[CH:32][CH:33]=5)[NH:28][CH:27]=4)[CH:22]=3)=[CH:14][CH:15]=2)[C:10]([CH3:39])=[N:9]1)=[O:7])([CH3:4])([CH3:3])[CH3:2]. The catalyst is C(O)C.[Pd]. The product is [C:1]([O:5][C:6]([N:8]1[C:16]2[C:11](=[CH:12][C:13]([C:17]3[CH:18]=[N:19][CH:20]=[C:21]([O:23][CH:24]([CH2:35][NH2:36])[CH2:25][C:26]4[C:34]5[C:29](=[CH:30][CH:31]=[CH:32][CH:33]=5)[NH:28][CH:27]=4)[CH:22]=3)=[CH:14][CH:15]=2)[C:10]([CH3:39])=[N:9]1)=[O:7])([CH3:2])([CH3:4])[CH3:3]. The yield is 0.970. (2) The reactants are Cl[C:2]1[N:7]=[C:6]([N:8]2[CH2:17][CH2:16][C:15]3[C:10](=[CH:11][CH:12]=[CH:13][CH:14]=3)[CH2:9]2)[CH:5]=[N:4][CH:3]=1.[CH3:18][O:19][C:20]1[CH:25]=[C:24](B2OC(C)(C)C(C)(C)O2)[CH:23]=[CH:22][C:21]=1[OH:35]. No catalyst specified. The product is [CH2:9]1[C:10]2[C:15](=[CH:14][CH:13]=[CH:12][CH:11]=2)[CH2:16][CH2:17][N:8]1[C:6]1[N:7]=[C:2]([C:24]2[CH:23]=[CH:22][C:21]([OH:35])=[C:20]([O:19][CH3:18])[CH:25]=2)[CH:3]=[N:4][CH:5]=1. The yield is 0.440. (3) The reactants are [O:1]1[C:5]2[CH:6]=[CH:7][CH:8]=[CH:9][C:4]=2[CH:3]=[C:2]1[C:10]1[C:19]([N:20]2[CH2:24][CH2:23][CH2:22][C@@H:21]2[CH3:25])=[N:18][C:17]2[C:12](=[CH:13][CH:14]=[C:15]([C:26]([O:28]C)=[O:27])[CH:16]=2)[N:11]=1.[OH-].[Na+].O. The catalyst is CO. The product is [O:1]1[C:5]2[CH:6]=[CH:7][CH:8]=[CH:9][C:4]=2[CH:3]=[C:2]1[C:10]1[C:19]([N:20]2[CH2:24][CH2:23][CH2:22][C@@H:21]2[CH3:25])=[N:18][C:17]2[C:12](=[CH:13][CH:14]=[C:15]([C:26]([OH:28])=[O:27])[CH:16]=2)[N:11]=1. The yield is 0.530. (4) The product is [F:17][C:18]1[CH:26]=[CH:25][C:21]([C:22]2[O:14][C:13]([C:3]3[C:4]([C:7]4[CH:12]=[CH:11][CH:10]=[CH:9][CH:8]=4)=[N:5][O:6][C:2]=3[CH3:1])=[N:15][N:16]=2)=[C:20]([O:27][CH3:28])[CH:19]=1. The yield is 0.490. The reactants are [CH3:1][C:2]1[O:6][N:5]=[C:4]([C:7]2[CH:12]=[CH:11][CH:10]=[CH:9][CH:8]=2)[C:3]=1[C:13]([NH:15][NH2:16])=[O:14].[F:17][C:18]1[CH:26]=[CH:25][C:21]([C:22](O)=O)=[C:20]([O:27][CH3:28])[CH:19]=1. No catalyst specified.